Dataset: Catalyst prediction with 721,799 reactions and 888 catalyst types from USPTO. Task: Predict which catalyst facilitates the given reaction. (1) Reactant: [OH-].[Li+].[C:3]1([CH2:9][O:10][C:11]2[CH:16]=[CH:15][C:14]([CH2:17][CH2:18][C:19]([O:21]CC)=[O:20])=[CH:13][C:12]=2[C:24]([NH:26][C:27]2[CH:28]=[N:29][CH:30]=[CH:31][CH:32]=2)=[O:25])[CH:8]=[CH:7][CH:6]=[CH:5][CH:4]=1. Product: [C:3]1([CH2:9][O:10][C:11]2[CH:16]=[CH:15][C:14]([CH2:17][CH2:18][C:19]([OH:21])=[O:20])=[CH:13][C:12]=2[C:24]([NH:26][C:27]2[CH:28]=[N:29][CH:30]=[CH:31][CH:32]=2)=[O:25])[CH:8]=[CH:7][CH:6]=[CH:5][CH:4]=1. The catalyst class is: 30. (2) Reactant: [CH:1]12[CH2:24][CH2:23][CH:4]([C:5]([C:7]3[N:12]=[C:11]4[N:13]([CH3:22])[C:14](=[O:21])[N:15]([CH2:16][C:17]([CH3:20])([CH3:19])[CH3:18])[C:10]4=[CH:9][CH:8]=3)=[CH:6]1)[CH2:3][NH:2]2.[O:25]1[CH:29]=[CH:28][C:27]([C:30](O)=[O:31])=[N:26]1.CCN(C(C)C)C(C)C.CN(C(ON1N=NC2C=CC=NC1=2)=[N+](C)C)C.F[P-](F)(F)(F)(F)F. Product: [CH3:18][C:17]([CH3:19])([CH3:20])[CH2:16][N:15]1[C:10]2[C:11](=[N:12][C:7]([C:5]3[CH:4]4[CH2:23][CH2:24][CH:1]([CH:6]=3)[N:2]([C:30]([C:27]3[CH:28]=[CH:29][O:25][N:26]=3)=[O:31])[CH2:3]4)=[CH:8][CH:9]=2)[N:13]([CH3:22])[C:14]1=[O:21]. The catalyst class is: 12. (3) Reactant: [Cl:1][C:2]1[CH:7]=[C:6]([F:8])[C:5]([C:9]#[N:10])=[CH:4][C:3]=1[NH:11][C:12]1[N:16]([CH3:17])[C:15]2[CH:18]=[C:19]([O:35][CH2:36][CH:37]([F:39])[F:38])[C:20]([C:22]([NH:24][C@H:25]3[CH2:30][CH2:29][C@H:28]([C:31]([F:34])([F:33])[F:32])[CH2:27][CH2:26]3)=[O:23])=[CH:21][C:14]=2[N:13]=1. Product: [NH2:10][CH2:9][C:5]1[C:6]([F:8])=[CH:7][C:2]([Cl:1])=[C:3]([NH:11][C:12]2[N:16]([CH3:17])[C:15]3[CH:18]=[C:19]([O:35][CH2:36][CH:37]([F:38])[F:39])[C:20]([C:22]([NH:24][C@H:25]4[CH2:30][CH2:29][C@H:28]([C:31]([F:33])([F:34])[F:32])[CH2:27][CH2:26]4)=[O:23])=[CH:21][C:14]=3[N:13]=2)[CH:4]=1. The catalyst class is: 814.